Dataset: Reaction yield outcomes from USPTO patents with 853,638 reactions. Task: Predict the reaction yield, written as a fraction of the theoretical maximum amount of product (1.0 means a 100% yield; for example, 0.34 means a 34% yield). (1) The reactants are [F:1][C:2]([F:23])([F:22])[C:3]1[CH:8]=[CH:7][C:6]([C:9]2[C:13]3[CH:14]=[CH:15][C:16]([C:18]#[C:19][CH2:20][OH:21])=[CH:17][C:12]=3[S:11][N:10]=2)=[CH:5][CH:4]=1. The catalyst is CO.O=[Pt]=O. The product is [F:23][C:2]([F:1])([F:22])[C:3]1[CH:4]=[CH:5][C:6]([C:9]2[C:13]3[CH:14]=[CH:15][C:16]([CH2:18][CH2:19][CH2:20][OH:21])=[CH:17][C:12]=3[S:11][N:10]=2)=[CH:7][CH:8]=1. The yield is 0.710. (2) The reactants are Br[C:2]1[CH:10]=[C:9]2[C:5]([CH:6]=[CH:7][NH:8]2)=[CH:4][CH:3]=1.[C:11]1(B(O)O)[CH:16]=[CH:15][CH:14]=[CH:13][CH:12]=1.C([O-])(O)=O.[Na+]. The catalyst is C1(C)C=CC=CC=1.CCO.[Cl-].[Na+].O. The product is [C:11]1([C:2]2[CH:10]=[C:9]3[C:5]([CH:6]=[CH:7][NH:8]3)=[CH:4][CH:3]=2)[CH:16]=[CH:15][CH:14]=[CH:13][CH:12]=1. The yield is 0.450. (3) The reactants are [F:1][C:2]1[CH:28]=[CH:27][C:5]([C:6]([N:8]2[CH2:13][CH2:12][CH2:11][C@H:10]([C:14]([NH:16][NH:17][C:18](=O)[C:19]3[CH:24]=[CH:23][C:22]([F:25])=[CH:21][CH:20]=3)=[O:15])[CH2:9]2)=[O:7])=[CH:4][CH:3]=1.C1(C)C=CC(S(Cl)(=O)=O)=CC=1.C(N=P1(N(CC)CC)N(C)CCCN1C)(C)(C)C. The catalyst is O1CCCC1. The product is [F:1][C:2]1[CH:28]=[CH:27][C:5]([C:6]([N:8]2[CH2:13][CH2:12][CH2:11][CH:10]([C:14]3[O:15][C:18]([C:19]4[CH:20]=[CH:21][C:22]([F:25])=[CH:23][CH:24]=4)=[N:17][N:16]=3)[CH2:9]2)=[O:7])=[CH:4][CH:3]=1. The yield is 0.850. (4) The reactants are [CH2:1]([N:8]1[C:16]2[C:11](=[CH:12][CH:13]=[CH:14][C:15]=2[CH2:17][CH3:18])[C:10]2[CH2:19][CH2:20][O:21][C:22]([CH2:25][C:26](O)=[O:27])([CH2:23][CH3:24])[C:9]1=2)[C:2]1[CH:7]=[CH:6][CH:5]=[CH:4][CH:3]=1. The yield is 0.740. The catalyst is O1CCCC1. The product is [CH2:1]([N:8]1[C:16]2[C:11](=[CH:12][CH:13]=[CH:14][C:15]=2[CH2:17][CH3:18])[C:10]2[CH2:19][CH2:20][O:21][C:22]([CH2:25][CH2:26][OH:27])([CH2:23][CH3:24])[C:9]1=2)[C:2]1[CH:7]=[CH:6][CH:5]=[CH:4][CH:3]=1. (5) The reactants are [CH3:1][O:2][C@H:3]1[C@@H:9]2[O:10][CH2:11][C@@H:12]([OH:13])[C@@H:8]2[O:7][C@@H:4]1[O:5][CH3:6].N1C=CC=CC=1.[CH3:20][S:21](Cl)(=[O:23])=[O:22]. The catalyst is ClCCl. The product is [CH3:1][O:2][C@H:3]1[C@@H:9]2[O:10][CH2:11][C@H:12]([O:13][S:21]([CH3:20])(=[O:23])=[O:22])[C@@H:8]2[O:7][C@@H:4]1[O:5][CH3:6]. The yield is 0.950. (6) The reactants are [Cl:1][C:2]1[C:11]2[NH:10][C:9](=[O:12])[C:8]3[S:13][CH:14]=[CH:15][C:7]=3[C:6]=2[C:5]([C:16]2[CH:21]=[CH:20][C:19]([C@H](C)CNC(=O)OC(C)(C)C)=[CH:18][CH:17]=2)=[C:4]([O:33]C)[CH:3]=1.BrB(Br)Br. No catalyst specified. The product is [ClH:1].[OH:33][C:4]1[CH:3]=[CH:2][C:11]2[NH:10][C:9](=[O:12])[C:8]3[S:13][CH:14]=[CH:15][C:7]=3[C:6]=2[C:5]=1[C:16]1[CH:17]=[CH:18][C:19]([C@@H:9]([NH:10][CH3:11])[CH3:8])=[CH:20][CH:21]=1. The yield is 0.660. (7) The reactants are [Cl:1][C:2]1[CH:3]=[C:4]([CH:14]=[C:15]([Cl:29])[C:16]=1[O:17][C:18]1[CH:23]=[CH:22][C:21]([O:24]C)=[C:20]([CH:26]([CH3:28])[CH3:27])[CH:19]=1)[CH2:5][P:6](=[O:13])([O:10]CC)[O:7]CC.Br[Si](C)(C)C.B(Br)(Br)Br. The catalyst is C(Cl)Cl. The product is [Cl:29][C:15]1[CH:14]=[C:4]([CH:3]=[C:2]([Cl:1])[C:16]=1[O:17][C:18]1[CH:23]=[CH:22][C:21]([OH:24])=[C:20]([CH:26]([CH3:27])[CH3:28])[CH:19]=1)[CH2:5][P:6](=[O:7])([OH:10])[OH:13]. The yield is 0.400. (8) The catalyst is C1COCC1.O. The reactants are CC([O-])(C)C.[K+].CC1C=CC(S([CH2:17][N+:18]#[C-])(=O)=O)=CC=1.[F:20][C:21]1[CH:22]=[C:23]([CH:26]=[CH:27][C:28]=1[O:29][CH3:30])[CH:24]=O.CO. The product is [F:20][C:21]1[CH:22]=[C:23]([CH2:24][C:17]#[N:18])[CH:26]=[CH:27][C:28]=1[O:29][CH3:30]. The yield is 0.580.